Task: Regression. Given a peptide amino acid sequence and an MHC pseudo amino acid sequence, predict their binding affinity value. This is MHC class I binding data.. Dataset: Peptide-MHC class I binding affinity with 185,985 pairs from IEDB/IMGT (1) The peptide sequence is ATTFARFLY. The MHC is HLA-A01:01 with pseudo-sequence HLA-A01:01. The binding affinity (normalized) is 0.723. (2) The peptide sequence is LVKTESWIL. The MHC is HLA-A01:01 with pseudo-sequence HLA-A01:01. The binding affinity (normalized) is 0.0847. (3) The peptide sequence is LVGNTLTTC. The MHC is HLA-A26:01 with pseudo-sequence HLA-A26:01. The binding affinity (normalized) is 0.0847. (4) The peptide sequence is FPCSICLSGL. The MHC is HLA-A30:01 with pseudo-sequence HLA-A30:01. The binding affinity (normalized) is 0.00166. (5) The peptide sequence is AESLVGFLFY. The MHC is HLA-A24:02 with pseudo-sequence HLA-A24:02. The binding affinity (normalized) is 0. (6) The peptide sequence is KYFDDVTAF. The MHC is HLA-A02:01 with pseudo-sequence HLA-A02:01. The binding affinity (normalized) is 0.0847. (7) The peptide sequence is LARRPTPKK. The MHC is HLA-A31:01 with pseudo-sequence HLA-A31:01. The binding affinity (normalized) is 0.607. (8) The peptide sequence is YEEFCNAVY. The MHC is HLA-A26:01 with pseudo-sequence HLA-A26:01. The binding affinity (normalized) is 0. (9) The peptide sequence is FVLGFLGFL. The MHC is Mamu-A01 with pseudo-sequence Mamu-A01. The binding affinity (normalized) is 0.627.